This data is from NCI-60 drug combinations with 297,098 pairs across 59 cell lines. The task is: Regression. Given two drug SMILES strings and cell line genomic features, predict the synergy score measuring deviation from expected non-interaction effect. Drug 1: CC1=C(N=C(N=C1N)C(CC(=O)N)NCC(C(=O)N)N)C(=O)NC(C(C2=CN=CN2)OC3C(C(C(C(O3)CO)O)O)OC4C(C(C(C(O4)CO)O)OC(=O)N)O)C(=O)NC(C)C(C(C)C(=O)NC(C(C)O)C(=O)NCCC5=NC(=CS5)C6=NC(=CS6)C(=O)NCCC[S+](C)C)O. Drug 2: C#CCC(CC1=CN=C2C(=N1)C(=NC(=N2)N)N)C3=CC=C(C=C3)C(=O)NC(CCC(=O)O)C(=O)O. Cell line: MOLT-4. Synergy scores: CSS=53.1, Synergy_ZIP=1.32, Synergy_Bliss=5.61, Synergy_Loewe=2.54, Synergy_HSA=2.51.